From a dataset of Forward reaction prediction with 1.9M reactions from USPTO patents (1976-2016). Predict the product of the given reaction. (1) The product is: [Cl:10][C:6]1[C:7]([C:8]#[N:9])=[C:2]([NH:19][C:16]2[CH:17]=[CH:18][C:13]([S:12][CH3:11])=[CH:14][CH:15]=2)[N:3]=[CH:4][N:5]=1. Given the reactants Cl[C:2]1[C:7]([C:8]#[N:9])=[C:6]([Cl:10])[N:5]=[CH:4][N:3]=1.[CH3:11][S:12][C:13]1[CH:18]=[CH:17][C:16]([NH2:19])=[CH:15][CH:14]=1, predict the reaction product. (2) Given the reactants [CH3:1][C:2]1[S:6][C:5]([C:7]2[S:8][CH:9]=[CH:10][C:11]=2[C:12]2[S:13][C:14]([CH3:17])=[CH:15][CH:16]=2)=[CH:4][CH:3]=1.[Br:18]N1C(=O)CCC1=O, predict the reaction product. The product is: [Br:18][C:9]1[S:8][C:7]([C:5]2[S:6][C:2]([CH3:1])=[CH:3][CH:4]=2)=[C:11]([C:12]2[S:13][C:14]([CH3:17])=[CH:15][CH:16]=2)[CH:10]=1. (3) Given the reactants [NH2:1][C:2]1[CH:3]=[CH:4][C:5]([O:8][CH3:9])=[N:6][CH:7]=1.[C:10](OC)(=[O:13])[C:11]#[CH:12].CCOCC, predict the reaction product. The product is: [CH3:9][O:8][C:5]1[N:6]=[C:7]2[C:2](=[CH:3][CH:4]=1)[NH:1][CH:12]=[CH:11][C:10]2=[O:13].